Predict which catalyst facilitates the given reaction. From a dataset of Catalyst prediction with 721,799 reactions and 888 catalyst types from USPTO. (1) The catalyst class is: 4. Product: [CH:6]1[N:5]=[CH:4][N:3]2[C:7]=1[CH2:11][CH2:12][NH:8][C:1]2=[O:2]. Reactant: [C:1]([N:8]1[CH:12]=[CH:11]N=C1)([N:3]1[CH:7]=[CH:6][N:5]=[CH:4]1)=[O:2].Cl.Cl.CN1C=C(CCN)N=C1.N1C=CN=C1. (2) Reactant: [Cl:1][C:2]1[CH:8]=[CH:7][C:5]([NH2:6])=[CH:4][CH:3]=1.C(N(CC)CC)C.Cl[C:17](=[O:23])[C:18]([O:20][CH2:21][CH3:22])=[O:19].C(=O)([O-])O.[Na+]. Product: [CH2:21]([O:20][C:18](=[O:19])[C:17]([NH:6][C:5]1[CH:7]=[CH:8][C:2]([Cl:1])=[CH:3][CH:4]=1)=[O:23])[CH3:22]. The catalyst class is: 2. (3) Reactant: [CH2:1]([O:3][CH2:4][C:5](=O)[CH2:6][C:7]#[N:8])[CH3:2].Cl.[CH:11]([NH:14][NH2:15])([CH3:13])[CH3:12].Cl. Product: [CH2:1]([O:3][CH2:4][C:5]1[CH:6]=[C:7]([NH2:8])[N:14]([CH:11]([CH3:13])[CH3:12])[N:15]=1)[CH3:2]. The catalyst class is: 8. (4) Reactant: [O:1]1[CH2:6][CH2:5][CH:4]([NH2:7])[CH2:3][CH2:2]1.[C:8](O)(=O)C=O.C([O-])([O-])=O.[K+].[K+].[F:19][C:20]1[CH:25]=[CH:24][C:23]([CH:26]([N+:37]#[C-:38])S(C2C=CC(C)=CC=2)(=O)=O)=[CH:22][CH:21]=1. Product: [F:19][C:20]1[CH:21]=[CH:22][C:23]([C:26]2[N:37]=[CH:38][N:7]([CH:4]3[CH2:5][CH2:6][O:1][CH2:2][CH2:3]3)[CH:8]=2)=[CH:24][CH:25]=1. The catalyst class is: 18. (5) Reactant: [CH3:1][O:2][C:3](=[O:14])[C:4]1[C:5](=[C:7]([N+:11]([O-])=O)[CH:8]=[CH:9][CH:10]=1)[OH:6]. Product: [CH3:1][O:2][C:3](=[O:14])[C:4]1[C:5](=[C:7]([NH2:11])[CH:8]=[CH:9][CH:10]=1)[OH:6]. The catalyst class is: 19. (6) Reactant: [NH2:1][C:2]1[CH:3]=[N:4][CH:5]=[C:6]([Cl:9])[C:7]=1[OH:8].[Br:10][C:11]1[CH:12]=[C:13]([S:18](Cl)(=[O:20])=[O:19])[CH:14]=[N:15][C:16]=1[Cl:17]. Product: [Br:10][C:11]1[CH:12]=[C:13]([S:18]([NH:1][C:2]2[CH:3]=[N:4][CH:5]=[C:6]([Cl:9])[C:7]=2[OH:8])(=[O:20])=[O:19])[CH:14]=[N:15][C:16]=1[Cl:17]. The catalyst class is: 5.